Dataset: Forward reaction prediction with 1.9M reactions from USPTO patents (1976-2016). Task: Predict the product of the given reaction. (1) Given the reactants [CH:1]1([NH:4][C:5]([NH:7][C:8]2[CH:13]=[CH:12][C:11]([O:14][C:15]3[CH:20]=[CH:19][N:18]=[C:17]4[CH:21]=[C:22]([C:24]5[CH:29]=[CH:28][C:27]([CH2:30][NH:31][CH2:32][CH2:33][O:34][CH3:35])=[CH:26][N:25]=5)[S:23][C:16]=34)=[C:10]([F:36])[CH:9]=2)=[O:6])[CH2:3][CH2:2]1.Cl[C:38]([O:40][CH3:41])=[O:39].CCN(C(C)C)C(C)C, predict the reaction product. The product is: [CH3:41][O:40][C:38](=[O:39])[N:31]([CH2:30][C:27]1[CH:26]=[N:25][C:24]([C:22]2[S:23][C:16]3[C:17](=[N:18][CH:19]=[CH:20][C:15]=3[O:14][C:11]3[CH:12]=[CH:13][C:8]([NH:7][C:5]([NH:4][CH:1]4[CH2:3][CH2:2]4)=[O:6])=[CH:9][C:10]=3[F:36])[CH:21]=2)=[CH:29][CH:28]=1)[CH2:32][CH2:33][O:34][CH3:35]. (2) Given the reactants Cl[C:2]1[C:3]2[O:18][CH2:17][CH2:16][C:4]=2[N:5]=[C:6]([C:8]2[CH:13]=[C:12]([Cl:14])[CH:11]=[CH:10][C:9]=2[F:15])[N:7]=1.[IH:19].[Na+].[I-], predict the reaction product. The product is: [Cl:14][C:12]1[CH:11]=[CH:10][C:9]([F:15])=[C:8]([C:6]2[N:7]=[C:2]([I:19])[C:3]3[O:18][CH2:17][CH2:16][C:4]=3[N:5]=2)[CH:13]=1. (3) Given the reactants [BH4-].[Na+].[I:3][C:4]1[CH:5]=[N:6][N:7]([CH3:11])[C:8]=1[CH:9]=[O:10].[Cl-].[NH4+], predict the reaction product. The product is: [I:3][C:4]1[CH:5]=[N:6][N:7]([CH3:11])[C:8]=1[CH2:9][OH:10]. (4) Given the reactants S(Cl)([Cl:3])=O.[F:5][C:6]1[CH:11]=[CH:10][C:9]([C:12]#[C:13][C:14]2[CH:15]=[N:16][CH:17]=[C:18]([CH:21]=2)[C:19]#[N:20])=[CH:8][C:7]=1[CH2:22]O, predict the reaction product. The product is: [Cl:3][CH2:22][C:7]1[CH:8]=[C:9]([C:12]#[C:13][C:14]2[CH:15]=[N:16][CH:17]=[C:18]([CH:21]=2)[C:19]#[N:20])[CH:10]=[CH:11][C:6]=1[F:5]. (5) Given the reactants Br[C:2]1[CH:3]=[N:4][C:5]([C:8]#[C:9][CH2:10][CH2:11][CH2:12][CH3:13])=[CH:6][CH:7]=1.[NH2:14][C:15]1[CH:16]=[N:17][C:18]([C:21]#[C:22][CH2:23][CH2:24][CH2:25][CH3:26])=[CH:19][CH:20]=1, predict the reaction product. The product is: [C:8]([C:5]1[N:4]=[CH:3][C:2]([NH:14][C:15]2[CH:16]=[N:17][C:18]([C:21]#[C:22][CH2:23][CH2:24][CH2:25][CH3:26])=[CH:19][CH:20]=2)=[CH:7][CH:6]=1)#[C:9][CH2:10][CH2:11][CH2:12][CH3:13]. (6) Given the reactants [NH2:1][C:2]1[CH:7]=[CH:6][C:5]([Br:8])=[CH:4][C:3]=1[C:9]([C:13]1[S:14][CH:15]=[CH:16][CH:17]=1)([OH:12])[CH2:10][CH3:11].[Cl:18][CH2:19][C:20](Cl)=[O:21], predict the reaction product. The product is: [Br:8][C:5]1[CH:6]=[CH:7][C:2]([NH:1][C:20](=[O:21])[CH2:19][Cl:18])=[C:3]([C:9]([OH:12])([C:13]2[S:14][CH:15]=[CH:16][CH:17]=2)[CH2:10][CH3:11])[CH:4]=1. (7) Given the reactants [C:1]1([C@H:7]2[CH2:11][O:10][C:9](=[O:12])[NH:8]2)[CH:6]=[CH:5][CH:4]=[CH:3][CH:2]=1.[Li]CCCC.[Cl:18][C:19]1[CH:24]=[CH:23][C:22]([C:25]2([CH2:31][C:32](Cl)=[O:33])[CH2:30][CH2:29][O:28][CH2:27][CH2:26]2)=[CH:21][CH:20]=1.O1CCNC1=O, predict the reaction product. The product is: [Cl:18][C:19]1[CH:24]=[CH:23][C:22]([C:25]2([CH2:31][C:32]([N:8]3[C@@H:7]([C:1]4[CH:2]=[CH:3][CH:4]=[CH:5][CH:6]=4)[CH2:11][O:10][C:9]3=[O:12])=[O:33])[CH2:30][CH2:29][O:28][CH2:27][CH2:26]2)=[CH:21][CH:20]=1. (8) Given the reactants Br[C:2]1[CH:7]=[CH:6][CH:5]=[CH:4][C:3]=1[CH2:8][C:9]([OH:11])=[O:10].[Cl:12][C:13]1[CH:19]=[C:18]([Cl:20])[CH:17]=[CH:16][C:14]=1[NH2:15], predict the reaction product. The product is: [Cl:12][C:13]1[CH:19]=[C:18]([Cl:20])[CH:17]=[CH:16][C:14]=1[NH:15][C:2]1[CH:7]=[CH:6][CH:5]=[CH:4][C:3]=1[CH2:8][C:9]([OH:11])=[O:10].